Dataset: NCI-60 drug combinations with 297,098 pairs across 59 cell lines. Task: Regression. Given two drug SMILES strings and cell line genomic features, predict the synergy score measuring deviation from expected non-interaction effect. Synergy scores: CSS=0.0910, Synergy_ZIP=-1.43, Synergy_Bliss=-3.39, Synergy_Loewe=-3.73, Synergy_HSA=-4.23. Cell line: SR. Drug 2: C1=NC2=C(N=C(N=C2N1C3C(C(C(O3)CO)O)F)Cl)N. Drug 1: CC1=C(C=C(C=C1)NC(=O)C2=CC=C(C=C2)CN3CCN(CC3)C)NC4=NC=CC(=N4)C5=CN=CC=C5.